From a dataset of Full USPTO retrosynthesis dataset with 1.9M reactions from patents (1976-2016). Predict the reactants needed to synthesize the given product. (1) Given the product [CH3:1][C:2]1[CH:9]=[CH:8][CH:7]=[CH:6][C:3]=1[CH2:4][NH:5][CH2:1][C:2]1[CH:9]=[CH:8][CH:7]=[CH:6][C:3]=1[CH3:4], predict the reactants needed to synthesize it. The reactants are: [CH3:1][C:2]1[CH:9]=[CH:8][CH:7]=[CH:6][C:3]=1[CH2:4][NH2:5]. (2) The reactants are: [Cl:1][C:2]1[CH:3]=[C:4]([CH2:8][C:9]#[N:10])[CH:5]=[CH:6][CH:7]=1.Br[CH2:12][CH2:13][CH2:14][CH2:15]Br.FC(F)(F)C1C=CC(C2(C#N)CCCC2)=CC=1. Given the product [Cl:1][C:2]1[CH:3]=[C:4]([C:8]2([C:9]#[N:10])[CH2:15][CH2:14][CH2:13][CH2:12]2)[CH:5]=[CH:6][CH:7]=1, predict the reactants needed to synthesize it. (3) Given the product [CH:15]([C:14]1[CH:13]=[CH:12][C:11]([C:9]2[N:8]([S:19]([C:22]3[CH:27]=[CH:26][CH:25]=[CH:24][CH:23]=3)(=[O:21])=[O:20])[C:4]3=[N:5][CH:6]=[CH:7][C:2]([C:29]4[C:30]([C:35]5[CH:36]=[CH:37][C:38]([NH:41][C:42]([N:44]6[CH2:45][CH2:46][CH2:47][CH2:48]6)=[O:43])=[CH:39][CH:40]=5)=[N:31][N:32]([CH3:34])[CH:33]=4)=[C:3]3[CH:10]=2)=[CH:18][CH:17]=1)=[O:16], predict the reactants needed to synthesize it. The reactants are: Br[C:2]1[CH:7]=[CH:6][N:5]=[C:4]2[N:8]([S:19]([C:22]3[CH:27]=[CH:26][CH:25]=[CH:24][CH:23]=3)(=[O:21])=[O:20])[C:9]([C:11]3[CH:18]=[CH:17][C:14]([CH:15]=[O:16])=[CH:13][CH:12]=3)=[CH:10][C:3]=12.Br[C:29]1[C:30]([C:35]2[CH:40]=[CH:39][C:38]([NH:41][C:42]([N:44]3[CH2:48][CH2:47][CH2:46][CH2:45]3)=[O:43])=[CH:37][CH:36]=2)=[N:31][N:32]([CH3:34])[CH:33]=1. (4) Given the product [F:24][C:25]1[CH:26]=[C:27]([C:43]2[CH:44]=[CH:45][CH:46]=[CH:47][CH:48]=2)[C:28]([O:41][CH3:42])=[C:29]2[C:33]=1[N:32]([CH3:34])[CH:31]=[C:30]2[CH2:35][CH2:36][N:38]([CH3:39])[CH3:40], predict the reactants needed to synthesize it. The reactants are: C(OC1C(F)=CC=C2C=1C(CCN(C)C)=CN2)C1C=CC=CC=1.[F:24][C:25]1[CH:26]=[C:27]([C:43]2[CH:48]=[CH:47][CH:46]=[CH:45][CH:44]=2)[C:28]([O:41][CH3:42])=[C:29]2[C:33]=1[N:32]([CH3:34])[CH:31]=[C:30]2[CH2:35][C:36]([N:38]([CH3:40])[CH3:39])=O. (5) Given the product [NH2:18][C:4]1[N:3]=[C:2]([NH:19][C:20]2[CH:25]=[CH:24][C:23]([CH:26]([OH:31])[C:27]([F:28])([F:29])[F:30])=[CH:22][CH:21]=2)[CH:7]=[C:6]([C:8]2[CH:13]=[C:12]([Br:14])[CH:11]=[CH:10][C:9]=2[O:15][CH2:16][CH3:17])[N:5]=1, predict the reactants needed to synthesize it. The reactants are: Cl[C:2]1[CH:7]=[C:6]([C:8]2[CH:13]=[C:12]([Br:14])[CH:11]=[CH:10][C:9]=2[O:15][CH2:16][CH3:17])[N:5]=[C:4]([NH2:18])[N:3]=1.[NH2:19][C:20]1[CH:25]=[CH:24][C:23]([CH:26]([OH:31])[C:27]([F:30])([F:29])[F:28])=[CH:22][CH:21]=1. (6) Given the product [CH3:12][O:13][N:14]=[CH:8][C:7]1[C:2]([NH2:1])=[N:3][CH:4]=[N:5][C:6]=1[Cl:10], predict the reactants needed to synthesize it. The reactants are: [NH2:1][C:2]1[C:7]([CH:8]=O)=[C:6]([Cl:10])[N:5]=[CH:4][N:3]=1.Cl.[CH3:12][O:13][NH2:14].C(O)(=O)C. (7) Given the product [CH3:8][C@H:6]1[N:7]([CH3:18])[C@@H:2]([CH3:1])[CH2:3][N:4]([C:9]([O:11][C:12]([CH3:13])([CH3:15])[CH3:14])=[O:10])[CH2:5]1, predict the reactants needed to synthesize it. The reactants are: [CH3:1][C@H:2]1[NH:7][C@@H:6]([CH3:8])[CH2:5][N:4]([C:9]([O:11][C:12]([CH3:15])([CH3:14])[CH3:13])=[O:10])[CH2:3]1.C=O.[C:18](O[BH-](OC(=O)C)OC(=O)C)(=O)C.[Na+]. (8) Given the product [CH3:63][O:64][C:65]([C:67]1[S:71][C:70]2[CH:72]=[CH:73][C:74]([NH:76][C:30]([C@@H:20]3[NH:19][C@@H:18]([CH2:33][C:34]([CH3:36])([CH3:35])[CH3:37])[C@:17]4([C:12]5[C:13](=[CH:14][C:9]([Cl:8])=[CH:10][CH:11]=5)[NH:15][C:16]4=[O:38])[C@H:21]3[C:22]3[CH:27]=[CH:26][CH:25]=[C:24]([Cl:28])[C:23]=3[F:29])=[O:32])=[CH:75][C:69]=2[CH:68]=1)=[O:66], predict the reactants needed to synthesize it. The reactants are: FC(F)(F)C(O)=O.[Cl:8][C:9]1[CH:14]=[C:13]2[NH:15][C:16](=[O:38])[C:17]3([CH:21]([C:22]4[CH:27]=[CH:26][CH:25]=[C:24]([Cl:28])[C:23]=4[F:29])[CH:20]([C:30]([OH:32])=O)[NH:19][CH:18]3[CH2:33][C:34]([CH3:37])([CH3:36])[CH3:35])[C:12]2=[CH:11][CH:10]=1.C(N(C(C)C)CC)(C)C.C1(P(Cl)(C2C=CC=CC=2)=O)C=CC=CC=1.[CH3:63][O:64][C:65]([C:67]1[S:71][C:70]2[CH:72]=[CH:73][C:74]([NH2:76])=[CH:75][C:69]=2[CH:68]=1)=[O:66]. (9) Given the product [F:24][C:11]([F:10])([F:23])[C:12]1[CH:13]=[C:14]([C:18]2[N:19]=[N:20][N:21]([CH2:2][C:3](=[CH2:9])[C:4]([O:6][CH2:7][CH3:8])=[O:5])[N:22]=2)[CH:15]=[CH:16][CH:17]=1, predict the reactants needed to synthesize it. The reactants are: Br[CH2:2][C:3](=[CH2:9])[C:4]([O:6][CH2:7][CH3:8])=[O:5].[F:10][C:11]([F:24])([F:23])[C:12]1[CH:13]=[C:14]([C:18]2[N:19]=[N:20][NH:21][N:22]=2)[CH:15]=[CH:16][CH:17]=1.